Dataset: Full USPTO retrosynthesis dataset with 1.9M reactions from patents (1976-2016). Task: Predict the reactants needed to synthesize the given product. Given the product [O:11]1[C:15]2([CH2:20][CH2:19][CH:18]([NH:8][C:5]3[N:4]=[C:3]([C:2]([F:10])([F:9])[F:1])[NH:7][N:6]=3)[CH2:17][CH2:16]2)[O:14][CH2:13][CH2:12]1, predict the reactants needed to synthesize it. The reactants are: [F:1][C:2]([F:10])([F:9])[C:3]1[NH:7][N:6]=[C:5]([NH2:8])[N:4]=1.[O:11]1[C:15]2([CH2:20][CH2:19][C:18](=O)[CH2:17][CH2:16]2)[O:14][CH2:13][CH2:12]1.C(O[BH-](OC(=O)C)OC(=O)C)(=O)C.[Na+].